This data is from Catalyst prediction with 721,799 reactions and 888 catalyst types from USPTO. The task is: Predict which catalyst facilitates the given reaction. (1) Reactant: [O:1]=[C:2]1[C:10]2[C:5](=[CH:6][CH:7]=[CH:8][CH:9]=2)[C:4](=[O:11])[N:3]1[CH2:12][CH2:13][N:14]([S:34]([CH3:37])(=[O:36])=[O:35])[C:15]1[CH:20]=[CH:19][CH:18]=[CH:17][C:16]=1[CH:21]1[CH2:26][CH2:25][N:24](C(OC(C)(C)C)=O)[CH2:23][CH2:22]1.[ClH:38]. Product: [ClH:38].[CH3:37][S:34]([N:14]([C:15]1[CH:20]=[CH:19][CH:18]=[CH:17][C:16]=1[CH:21]1[CH2:26][CH2:25][NH:24][CH2:23][CH2:22]1)[CH2:13][CH2:12][N:3]1[C:4](=[O:11])[C:5]2[C:10](=[CH:9][CH:8]=[CH:7][CH:6]=2)[C:2]1=[O:1])(=[O:35])=[O:36]. The catalyst class is: 25. (2) Reactant: [CH3:1][O:2][C:3]1[CH:4]=[C:5]([CH:8]=[C:9]([O:11][CH3:12])[CH:10]=1)[C:6]#[N:7].[NH3:13]. Product: [CH3:12][O:11][C:9]1[CH:8]=[C:5]([CH:4]=[C:3]([O:2][CH3:1])[CH:10]=1)[C:6]([NH2:13])=[NH:7]. The catalyst class is: 357.